Dataset: Forward reaction prediction with 1.9M reactions from USPTO patents (1976-2016). Task: Predict the product of the given reaction. (1) Given the reactants [Br:1][CH2:2][C:3]1[CH:8]=[CH:7][C:6]([S:9](Cl)(=[O:11])=[O:10])=[CH:5][CH:4]=1.[NH3:13].Cl, predict the reaction product. The product is: [Br:1][CH2:2][C:3]1[CH:8]=[CH:7][C:6]([S:9]([NH2:13])(=[O:11])=[O:10])=[CH:5][CH:4]=1. (2) Given the reactants Cl.[F:2][C:3]([F:18])([F:17])[C:4]1[CH:16]=[CH:15][CH:14]=[CH:13][C:5]=1[O:6][CH:7]1[CH2:12][CH2:11][NH:10][CH2:9][CH2:8]1.Br[C:20]1[S:24][C:23]([NH2:25])=[N:22][N:21]=1.C([O-])([O-])=O.[K+].[K+], predict the reaction product. The product is: [F:18][C:3]([F:2])([F:17])[C:4]1[CH:16]=[CH:15][CH:14]=[CH:13][C:5]=1[O:6][CH:7]1[CH2:12][CH2:11][N:10]([C:20]2[S:24][C:23]([NH2:25])=[N:22][N:21]=2)[CH2:9][CH2:8]1. (3) Given the reactants [OH:1][C:2]([CH3:35])([CH3:34])[CH2:3][C@:4]1([C:28]2[CH:33]=[CH:32][CH:31]=[CH:30][CH:29]=2)[CH2:9][CH2:8][N:7]([C@H:10]([C:12]2[CH:17]=[CH:16][C:15](B3OC(C)(C)C(C)(C)O3)=[CH:14][CH:13]=2)[CH3:11])[C:6](=[O:27])[NH:5]1.I[C:37]1[CH:42]=[CH:41][N:40]([CH3:43])[C:39](=[O:44])[CH:38]=1.C([O-])([O-])=O.[Cs+].[Cs+], predict the reaction product. The product is: [OH:1][C:2]([CH3:34])([CH3:35])[CH2:3][C@:4]1([C:28]2[CH:33]=[CH:32][CH:31]=[CH:30][CH:29]=2)[CH2:9][CH2:8][N:7]([C@H:10]([C:12]2[CH:13]=[CH:14][C:15]([C:37]3[CH:42]=[CH:41][N:40]([CH3:43])[C:39](=[O:44])[CH:38]=3)=[CH:16][CH:17]=2)[CH3:11])[C:6](=[O:27])[NH:5]1.